From a dataset of Full USPTO retrosynthesis dataset with 1.9M reactions from patents (1976-2016). Predict the reactants needed to synthesize the given product. Given the product [C:12]([OH:22])(=[O:21])[CH2:13][CH2:14][CH2:15][CH2:16][CH2:17][CH:18]([CH3:19])[CH3:20].[OH:4][CH2:5][CH:6]([CH2:7][OH:8])[OH:9].[OH:4][CH2:5][CH:6]([CH2:7][OH:8])[OH:9], predict the reactants needed to synthesize it. The reactants are: C(O)C(O)C[O:4][CH2:5][CH:6]([OH:9])[CH2:7][OH:8].[C:12]([OH:22])(=[O:21])[CH2:13][CH2:14][CH2:15][CH2:16][CH2:17][CH:18]([CH3:20])[CH3:19].O.